This data is from Peptide-MHC class I binding affinity with 185,985 pairs from IEDB/IMGT. The task is: Regression. Given a peptide amino acid sequence and an MHC pseudo amino acid sequence, predict their binding affinity value. This is MHC class I binding data. (1) The peptide sequence is KEHVIQNAF. The MHC is HLA-B07:02 with pseudo-sequence HLA-B07:02. The binding affinity (normalized) is 0.00213. (2) The peptide sequence is GPGHKARVL. The MHC is HLA-A30:01 with pseudo-sequence HLA-A30:01. The binding affinity (normalized) is 0.